Predict the product of the given reaction. From a dataset of Forward reaction prediction with 1.9M reactions from USPTO patents (1976-2016). (1) Given the reactants [C:1]([OH:12])(=O)/[CH:2]=[CH:3]/[CH2:4][CH2:5][CH2:6][CH2:7][CH2:8][CH2:9][CH3:10].[CH:13]1([N:19]2[CH2:24][CH2:23][NH:22][CH2:21][CH2:20]2)[CH2:18][CH2:17][CH2:16][CH2:15][CH2:14]1, predict the reaction product. The product is: [CH:13]1([N:19]2[CH2:24][CH2:23][N:22]([C:1](=[O:12])/[CH:2]=[CH:3]/[CH2:4][CH2:5][CH2:6][CH2:7][CH2:8][CH2:9][CH3:10])[CH2:21][CH2:20]2)[CH2:18][CH2:17][CH2:16][CH2:15][CH2:14]1. (2) Given the reactants [CH3:1][C:2]1[CH:3]=[CH:4][C:5]([S:8]([OH:11])(=[O:10])=[O:9])=[CH:6][CH:7]=1.[CH3:12][C:13]1[CH:14]=[CH:15][C:16]([S:19]([OH:22])(=[O:21])=[O:20])=[CH:17][CH:18]=1.[CH3:23][S:24]([CH2:27][CH2:28][NH:29][CH2:30][C:31]1[O:35][C:34]([C:36]2[CH:37]=[CH:38][C:39]3[N:45]=[CH:44][N:43]=[C:42]([NH:46][C:47]4[CH:48]=[CH:49][C:50]([O:54][CH2:55][C:56]5[CH:57]=[CH:58][CH:59]=[C:60]([F:62])[CH:61]=5)=[C:51]([Cl:53])[CH:52]=4)[C:40]=3[CH:41]=2)=[CH:33][CH:32]=1)(=[O:26])=[O:25].O, predict the reaction product. The product is: [S:8]([C:5]1[CH:6]=[CH:7][C:2]([CH3:1])=[CH:3][CH:4]=1)([OH:11])(=[O:10])=[O:9].[S:19]([C:16]1[CH:17]=[CH:18][C:13]([CH3:12])=[CH:14][CH:15]=1)([OH:22])(=[O:21])=[O:20].[Cl:53][C:51]1[CH:52]=[C:47]([NH:46][C:42]2[C:40]3[C:39](=[CH:38][CH:37]=[C:36]([C:34]4[O:35][C:31]([CH2:30][NH:29][CH2:28][CH2:27][S:24]([CH3:23])(=[O:25])=[O:26])=[CH:32][CH:33]=4)[CH:41]=3)[N:45]=[CH:44][N:43]=2)[CH:48]=[CH:49][C:50]=1[O:54][CH2:55][C:56]1[CH:57]=[CH:58][CH:59]=[C:60]([F:62])[CH:61]=1.